The task is: Predict the product of the given reaction.. This data is from Forward reaction prediction with 1.9M reactions from USPTO patents (1976-2016). (1) Given the reactants O[CH2:2][C:3]1[CH:8]=[C:7]([C:9]2[CH:10]=[C:11]([C:15]3[CH2:21][C:20](=[O:22])[NH:19][C:18]4[CH:23]=[C:24]([C:33]([F:36])([F:35])[F:34])[C:25]([O:27][CH2:28][C:29]([F:32])([F:31])[F:30])=[CH:26][C:17]=4[N:16]=3)[CH:12]=[CH:13][CH:14]=2)[CH:6]=[CH:5][N:4]=1.S(Cl)(Cl)=O.[Cl-].[CH3:42][NH:43][CH2:44][CH2:45][CH3:46], predict the reaction product. The product is: [CH3:42][N:43]([CH2:2][C:3]1[CH:8]=[C:7]([C:9]2[CH:10]=[C:11]([C:15]3[CH2:21][C:20](=[O:22])[NH:19][C:18]4[CH:23]=[C:24]([C:33]([F:36])([F:34])[F:35])[C:25]([O:27][CH2:28][C:29]([F:30])([F:31])[F:32])=[CH:26][C:17]=4[N:16]=3)[CH:12]=[CH:13][CH:14]=2)[CH:6]=[CH:5][N:4]=1)[CH2:44][CH2:45][CH3:46]. (2) The product is: [CH3:1][O:2][C:3]([C:5]1[C:6]([OH:30])=[C:7]2[C:12](=[C:13]([Br:31])[N:14]=1)[N:11]([C@H:15]([C:17]1[CH:18]=[CH:19][CH:20]=[CH:21][CH:22]=1)[CH3:16])[C:10](=[O:23])[C:9]([C:24]1[CH:25]=[CH:26][CH:27]=[CH:28][CH:29]=1)=[CH:8]2)=[O:4]. Given the reactants [CH3:1][O:2][C:3]([C:5]1[C:6]([OH:30])=[C:7]2[C:12](=[CH:13][N:14]=1)[N:11]([C@H:15]([C:17]1[CH:22]=[CH:21][CH:20]=[CH:19][CH:18]=1)[CH3:16])[C:10](=[O:23])[C:9]([C:24]1[CH:29]=[CH:28][CH:27]=[CH:26][CH:25]=1)=[CH:8]2)=[O:4].[Br:31]N1C(=O)CCC1=O, predict the reaction product. (3) Given the reactants [S:1]1[C:5]2[CH:6]=[CH:7][CH:8]=[CH:9][C:4]=2[N:3]=[C:2]1[C:10](=[C:13](SC)[S:14][CH3:15])[C:11]#[N:12].O.[NH2:19][NH2:20].O, predict the reaction product. The product is: [S:1]1[C:5]2[CH:6]=[CH:7][CH:8]=[CH:9][C:4]=2[N:3]=[C:2]1[C:10]1[C:11]([NH2:12])=[N:19][NH:20][C:13]=1[S:14][CH3:15]. (4) Given the reactants CS([O:5][CH2:6][C:7]([NH:10][C:11]([O:13][C:14]([CH3:17])([CH3:16])[CH3:15])=[O:12])([CH3:9])[CH3:8])(=O)=O.CC(NC(=O)OC(C)(C)C)(C)COC1C=CC=CC=1.[C:37]1([CH2:43]O)[CH:42]=[CH:41][CH:40]=[CH:39][CH:38]=1, predict the reaction product. The product is: [CH3:8][C:7]([NH:10][C:11](=[O:12])[O:13][C:14]([CH3:17])([CH3:16])[CH3:15])([CH3:9])[CH2:6][O:5][CH2:43][C:37]1[CH:42]=[CH:41][CH:40]=[CH:39][CH:38]=1. (5) Given the reactants CCN=C=NCCCN(C)C.C1C=CC2N(O)N=NC=2C=1.[CH3:22][CH:23]([O:25][C:26]1[N:31]=[CH:30][C:29]([C:32]([OH:34])=O)=[CH:28][C:27]=1[C:35]([F:38])([F:37])[F:36])[CH3:24].O[NH:40]/[C:41](=[N:58]\[H])/[C:42]1[CH:43]=[C:44]2[C:48](=[CH:49][CH:50]=1)[NH:47][C:46]([CH2:51][CH2:52][C:53]([O:55][CH2:56][CH3:57])=[O:54])=[CH:45]2.CCCC[N+](CCCC)(CCCC)CCCC.[F-], predict the reaction product. The product is: [CH3:24][CH:23]([O:25][C:26]1[N:31]=[CH:30][C:29]([C:32]2[O:34][N:58]=[C:41]([C:42]3[CH:43]=[C:44]4[C:48](=[CH:49][CH:50]=3)[NH:47][C:46]([CH2:51][CH2:52][C:53]([O:55][CH2:56][CH3:57])=[O:54])=[CH:45]4)[N:40]=2)=[CH:28][C:27]=1[C:35]([F:38])([F:37])[F:36])[CH3:22]. (6) Given the reactants [Br:1][C:2]1[CH:3]=[C:4]([C:9](=N)[O:10][CH2:11][CH3:12])[CH:5]=[CH:6][C:7]=1[SH:8].O.S(=O)(=O)(O)[OH:16], predict the reaction product. The product is: [Br:1][C:2]1[CH:3]=[C:4]([CH:5]=[CH:6][C:7]=1[SH:8])[C:9]([O:10][CH2:11][CH3:12])=[O:16]. (7) Given the reactants [C:1]([N:4]1[CH2:8][CH2:7][C@H:6]([O:9][C:10]2[CH:15]=[C:14]([CH3:16])[C:13]([C:17]3[CH:22]=[CH:21][CH:20]=[C:19]([CH2:23][O:24][C:25]4[CH:38]=[CH:37][C:28]5[C@H:29]([CH2:32][C:33]([O:35]C)=[O:34])[CH2:30][O:31][C:27]=5[CH:26]=4)[CH:18]=3)=[C:12]([CH3:39])[CH:11]=2)[CH2:5]1)(=[O:3])[CH3:2].[OH-].[Li+], predict the reaction product. The product is: [C:1]([N:4]1[CH2:8][CH2:7][C@H:6]([O:9][C:10]2[CH:11]=[C:12]([CH3:39])[C:13]([C:17]3[CH:22]=[CH:21][CH:20]=[C:19]([CH2:23][O:24][C:25]4[CH:38]=[CH:37][C:28]5[C@H:29]([CH2:32][C:33]([OH:35])=[O:34])[CH2:30][O:31][C:27]=5[CH:26]=4)[CH:18]=3)=[C:14]([CH3:16])[CH:15]=2)[CH2:5]1)(=[O:3])[CH3:2]. (8) Given the reactants C([O:3][C:4](=O)[C:5]1[CH:10]=[CH:9][CH:8]=[CH:7][C:6]=1[O:11][CH:12]([CH:19]1[O:24][CH2:23][C:22](=O)[NH:21][CH2:20]1)[C:13]1[CH:18]=[CH:17][CH:16]=[CH:15][CH:14]=1)C.[OH-].[Na+], predict the reaction product. The product is: [NH:21]1[CH2:22][CH2:23][O:24][CH:19]([CH:12]([C:13]2[CH:18]=[CH:17][CH:16]=[CH:15][CH:14]=2)[O:11][C:6]2[CH:7]=[CH:8][CH:9]=[CH:10][C:5]=2[CH2:4][OH:3])[CH2:20]1.